This data is from Full USPTO retrosynthesis dataset with 1.9M reactions from patents (1976-2016). The task is: Predict the reactants needed to synthesize the given product. (1) Given the product [ClH:30].[CH3:1][O:2][C:3]1[CH:4]=[C:5]([CH:11]([N:17]2[C:25](=[O:26])[C:24]3[C:19](=[CH:20][CH:21]=[CH:22][C:23]=3[NH:27][C:28](=[O:31])[CH2:29][N:34]([CH3:35])[CH3:33])[C:18]2=[O:32])[CH2:12][S:13]([CH3:16])(=[O:15])=[O:14])[CH:6]=[CH:7][C:8]=1[O:9][CH3:10], predict the reactants needed to synthesize it. The reactants are: [CH3:1][O:2][C:3]1[CH:4]=[C:5]([CH:11]([N:17]2[C:25](=[O:26])[C:24]3[C:19](=[CH:20][CH:21]=[CH:22][C:23]=3[NH:27][C:28](=[O:31])[CH2:29][Cl:30])[C:18]2=[O:32])[CH2:12][S:13]([CH3:16])(=[O:15])=[O:14])[CH:6]=[CH:7][C:8]=1[O:9][CH3:10].[CH3:33][NH:34][CH3:35].O1CCCC1.Cl. (2) The reactants are: [CH2:1]=O.CO.[F:5][C:6]([F:21])([F:20])[C:7]1[CH:8]=[C:9]([CH:17]=[CH:18][CH:19]=1)[CH2:10][NH:11][CH2:12][Si:13]([CH3:16])([CH3:15])[CH3:14].[C:22](=[O:25])([O-])[O-].[K+].[K+]. Given the product [CH3:1][O:25][CH2:22][N:11]([CH2:10][C:9]1[CH:17]=[CH:18][CH:19]=[C:7]([C:6]([F:20])([F:5])[F:21])[CH:8]=1)[CH2:12][Si:13]([CH3:16])([CH3:15])[CH3:14], predict the reactants needed to synthesize it.